From a dataset of Full USPTO retrosynthesis dataset with 1.9M reactions from patents (1976-2016). Predict the reactants needed to synthesize the given product. (1) Given the product [NH2:2][C:1]1[N:18]([C:20]2[CH:21]=[CH:22][C:23]([C:24]([O:26][CH3:27])=[O:25])=[CH:28][CH:29]=2)[N:19]=[CH:13][C:3]=1[C:4](=[O:5])[NH:6][CH:7]1[CH2:12][CH2:11][CH2:10][CH2:9][CH2:8]1, predict the reactants needed to synthesize it. The reactants are: [C:1]([C:3](=[CH:13]OCC)[C:4]([NH:6][CH:7]1[CH2:12][CH2:11][CH2:10][CH2:9][CH2:8]1)=[O:5])#[N:2].Cl.[NH:18]([C:20]1[CH:29]=[CH:28][C:23]([C:24]([O:26][CH3:27])=[O:25])=[CH:22][CH:21]=1)[NH2:19].CCN(C(C)C)C(C)C. (2) Given the product [CH3:25][C:14]1([CH3:26])[NH:15][CH2:16][CH2:17][N:12]([C:9]2[CH:10]=[CH:11][C:2]([F:1])=[C:3]3[C:8]=2[N:7]=[C:6]([C:27]2[N:31]4[CH:32]=[CH:33][C:34]([O:36][CH2:37][CH2:38][O:39][CH3:40])=[CH:35][C:30]4=[N:29][CH:28]=2)[CH:5]=[CH:4]3)[CH2:13]1, predict the reactants needed to synthesize it. The reactants are: [F:1][C:2]1[CH:11]=[CH:10][C:9]([N:12]2[CH2:17][CH2:16][N:15](C(OC(C)(C)C)=O)[C:14]([CH3:26])([CH3:25])[CH2:13]2)=[C:8]2[C:3]=1[CH:4]=[CH:5][C:6]([C:27]1[N:31]3[CH:32]=[CH:33][C:34]([O:36][CH2:37][CH2:38][O:39][CH3:40])=[CH:35][C:30]3=[N:29][CH:28]=1)=[N:7]2.Cl.